Dataset: Peptide-MHC class I binding affinity with 185,985 pairs from IEDB/IMGT. Task: Regression. Given a peptide amino acid sequence and an MHC pseudo amino acid sequence, predict their binding affinity value. This is MHC class I binding data. (1) The peptide sequence is GAAQYIGLV. The MHC is HLA-A02:03 with pseudo-sequence HLA-A02:03. The binding affinity (normalized) is 0.694. (2) The peptide sequence is LERPLAVQL. The MHC is BoLA-HD6 with pseudo-sequence BoLA-HD6. The binding affinity (normalized) is 0.368. (3) The peptide sequence is ALIVAIWDK. The MHC is HLA-A02:06 with pseudo-sequence HLA-A02:06. The binding affinity (normalized) is 0. (4) The peptide sequence is SAFDERRNKYL. The MHC is HLA-A02:02 with pseudo-sequence HLA-A02:02. The binding affinity (normalized) is 0.353. (5) The peptide sequence is LAKSVFNSL. The MHC is HLA-B40:01 with pseudo-sequence HLA-B40:01. The binding affinity (normalized) is 0.0847. (6) The peptide sequence is RYNCKCCWF. The MHC is HLA-A23:01 with pseudo-sequence HLA-A23:01. The binding affinity (normalized) is 0.436. (7) The peptide sequence is ITGNKVKTEL. The MHC is HLA-A02:03 with pseudo-sequence HLA-A02:03. The binding affinity (normalized) is 0.